Predict the reaction yield, written as a fraction of the theoretical maximum amount of product (1.0 means a 100% yield; for example, 0.34 means a 34% yield). From a dataset of Reaction yield outcomes from USPTO patents with 853,638 reactions. (1) The reactants are Br[C:2]1[CH:7]=[CH:6][C:5]([S:8]([CH3:11])(=[O:10])=[O:9])=[CH:4][N:3]=1.C(N(CC)CC)C.O.[NH2:20][NH2:21]. The catalyst is O. The product is [NH:20]([C:2]1[CH:7]=[CH:6][C:5]([S:8]([CH3:11])(=[O:10])=[O:9])=[CH:4][N:3]=1)[NH2:21]. The yield is 0.860. (2) The reactants are [F:1][C:2]([F:20])([F:19])[C:3]([CH3:18])([CH3:17])[C:4]([N:6]1[CH2:11][CH2:10][CH:9]([C:12](OCC)=[O:13])[CH2:8][CH2:7]1)=O.[H-].[H-].[H-].[H-].[Li+].[Al+3]. The catalyst is C1COCC1. The product is [F:20][C:2]([F:1])([F:19])[C:3]([CH3:17])([CH3:18])[CH2:4][N:6]1[CH2:11][CH2:10][CH:9]([CH2:12][OH:13])[CH2:8][CH2:7]1. The yield is 0.810.